Task: Regression. Given a peptide amino acid sequence and an MHC pseudo amino acid sequence, predict their binding affinity value. This is MHC class I binding data.. Dataset: Peptide-MHC class I binding affinity with 185,985 pairs from IEDB/IMGT (1) The peptide sequence is TVKSMILHEIL. The MHC is HLA-B15:03 with pseudo-sequence HLA-B15:03. The binding affinity (normalized) is 0.256. (2) The peptide sequence is RFPLTFGW. The MHC is HLA-A30:02 with pseudo-sequence HLA-A30:02. The binding affinity (normalized) is 0.